This data is from Full USPTO retrosynthesis dataset with 1.9M reactions from patents (1976-2016). The task is: Predict the reactants needed to synthesize the given product. (1) Given the product [CH2:16]([N:15]1[C:14]2[CH:18]=[CH:19][CH:20]=[CH:21][C:13]=2[NH:12]/[C:11]/1=[C:8](\[C:6]1[C:5]([CH3:22])=[CH:4][N:3]=[C:2]([NH:23][CH2:24][CH2:25][CH2:26][N:27]2[CH2:31][CH2:30][CH2:29][C:28]2=[O:32])[N:7]=1)/[C:9]#[N:10])[CH3:17], predict the reactants needed to synthesize it. The reactants are: Cl[C:2]1[N:7]=[C:6]([CH:8]([CH:11]2[N:15]([CH2:16][CH3:17])[C:14]3[CH:18]=[CH:19][CH:20]=[CH:21][C:13]=3[NH:12]2)[C:9]#[N:10])[C:5]([CH3:22])=[CH:4][N:3]=1.[NH2:23][CH2:24][CH2:25][CH2:26][N:27]1[CH2:31][CH2:30][CH2:29][C:28]1=[O:32]. (2) Given the product [Cl:1][C:2]([Cl:7])([Cl:6])[C:3]([C:9]1[NH:8][CH:12]=[CH:11][CH:10]=1)=[O:4], predict the reactants needed to synthesize it. The reactants are: [Cl:1][C:2]([Cl:7])([Cl:6])[C:3](Cl)=[O:4].[NH:8]1[CH:12]=[CH:11][CH:10]=[CH:9]1.C(=O)([O-])[O-].[Na+].[Na+]. (3) Given the product [NH2:1][C:2]1[C:7]2=[C:8]([C:34]3[S:35][C:36]4[C:28]([O:27][CH3:26])=[CH:29][CH:30]=[CH:31][C:32]=4[CH:33]=3)[CH:9]=[C:10]([CH2:11][N:12]3[CH2:17][CH2:16][N:15]([C:18]([O:20][C:21]([CH3:24])([CH3:23])[CH3:22])=[O:19])[CH2:14][CH2:13]3)[N:6]2[N:5]=[CH:4][N:3]=1, predict the reactants needed to synthesize it. The reactants are: [NH2:1][C:2]1[C:7]2=[C:8](Br)[CH:9]=[C:10]([CH2:11][N:12]3[CH2:17][CH2:16][N:15]([C:18]([O:20][C:21]([CH3:24])([CH3:23])[CH3:22])=[O:19])[CH2:14][CH2:13]3)[N:6]2[N:5]=[CH:4][N:3]=1.[CH3:26][O:27][C:28]1[C:36]2[S:35][C:34](B(O)O)=[CH:33][C:32]=2[CH:31]=[CH:30][CH:29]=1.C(=O)([O-])O.[Na+].C(OCC)(=O)C. (4) Given the product [CH2:1]([C@:3]12[C:16]3[C:11](=[CH:12][C:13]([O:17][CH2:33][C:30]4[CH:31]=[CH:32][N:27]=[CH:28][CH:29]=4)=[CH:14][CH:15]=3)[CH2:10][CH2:9][C@@H:8]1[CH2:7][C@:6]([C:19]1[CH:24]=[CH:23][CH:22]=[CH:21][CH:20]=1)([OH:18])[C@@H:5]([OH:25])[CH2:4]2)[CH3:2], predict the reactants needed to synthesize it. The reactants are: [CH2:1]([C@:3]12[C:16]3[C:11](=[CH:12][C:13]([OH:17])=[CH:14][CH:15]=3)[CH2:10][CH2:9][C@@H:8]1[CH2:7][C@:6]([C:19]1[CH:24]=[CH:23][CH:22]=[CH:21][CH:20]=1)([OH:18])[C@@H:5]([OH:25])[CH2:4]2)[CH3:2].Cl.[N:27]1[CH:32]=[CH:31][C:30]([CH2:33]Cl)=[CH:29][CH:28]=1.